From a dataset of Full USPTO retrosynthesis dataset with 1.9M reactions from patents (1976-2016). Predict the reactants needed to synthesize the given product. (1) Given the product [CH2:5]([O:6][C:7]1[CH:12]=[CH:11][C:10]([C:18]2[CH:17]=[CH:16][CH:15]=[C:14]([F:13])[C:19]=2[F:20])=[CH:9][CH:8]=1)[CH2:4][CH2:3][CH3:2], predict the reactants needed to synthesize it. The reactants are: Br[CH2:2][CH2:3][CH2:4][CH2:5][O:6][C:7]1[CH:12]=[CH:11][CH:10]=[CH:9][CH:8]=1.[F:13][C:14]1[C:19]([F:20])=[CH:18][CH:17]=[CH:16][C:15]=1B(O)O.C(=O)([O-])[O-].[K+].[K+]. (2) Given the product [N+:8]([C:11]1[CH:19]=[C:18]2[C:14]([CH:15]=[N:16][N:17]2[C:25]([O:24][C:21]([CH3:23])([CH3:22])[CH3:20])=[O:26])=[CH:13][CH:12]=1)([O-:10])=[O:9], predict the reactants needed to synthesize it. The reactants are: C(N(CC)CC)C.[N+:8]([C:11]1[CH:19]=[C:18]2[C:14]([CH:15]=[N:16][NH:17]2)=[CH:13][CH:12]=1)([O-:10])=[O:9].[CH3:20][C:21]([O:24][C:25](O[C:25]([O:24][C:21]([CH3:23])([CH3:22])[CH3:20])=[O:26])=[O:26])([CH3:23])[CH3:22]. (3) Given the product [NH2:5][C:4]1[C:3]2[C:2](=[CH:9][CH:8]=[C:7]([Cl:10])[CH:6]=2)[N:1]=[CH:12][N:14]=1, predict the reactants needed to synthesize it. The reactants are: [NH2:1][C:2]1[CH:9]=[CH:8][C:7]([Cl:10])=[CH:6][C:3]=1[C:4]#[N:5].O.[CH:12]([NH2:14])=O. (4) Given the product [Cl:1][C:2]1[CH:3]=[C:4]([C:8]#[C:9][C:10]2[CH:14]3[CH2:15][CH2:16][N:17]([C:23]([C:21]4[N:20]=[CH:19][S:18][CH:22]=4)=[O:24])[CH:13]3[O:12][N:11]=2)[CH:5]=[CH:6][CH:7]=1, predict the reactants needed to synthesize it. The reactants are: [Cl:1][C:2]1[CH:3]=[C:4]([C:8]#[C:9][C:10]2[NH:11][O:12][CH:13]3[NH:17][CH2:16][CH2:15][C:14]=23)[CH:5]=[CH:6][CH:7]=1.[S:18]1[CH:22]=[C:21]([C:23](Cl)=[O:24])[N:20]=[CH:19]1. (5) Given the product [F:23][C:24]1[CH:25]=[CH:26][C:27]([N:30]2[C:33](=[O:34])[C@H:32]([S:35][CH2:36][CH:37]([C:39]3[CH:40]=[CH:41][C:42]([F:45])=[CH:43][CH:44]=3)[OH:38])[C@H:31]2[C:46]2[CH:47]=[CH:48][C:49]([O:50][CH2:51][C:52]([NH:54][CH2:55][C:56]([NH:68][C@@H:69]([C:80]([OH:82])=[O:81])[CH2:70][C:71]3[C:79]4[C:74](=[CH:75][CH:76]=[CH:77][CH:78]=4)[NH:73][CH:72]=3)=[O:57])=[O:53])=[CH:59][CH:60]=2)=[CH:28][CH:29]=1, predict the reactants needed to synthesize it. The reactants are: CN(C(ON1N=NC2C=CC=CC1=2)=[N+](C)C)C.[B-](F)(F)(F)F.[F:23][C:24]1[CH:29]=[CH:28][C:27]([N:30]2[C:33](=[O:34])[C@H:32]([S:35][CH2:36][C:37]([C:39]3[CH:44]=[CH:43][C:42]([F:45])=[CH:41][CH:40]=3)=[O:38])[C@H:31]2[C:46]2[CH:60]=[CH:59][C:49]([O:50][CH2:51][C:52]([NH:54][CH2:55][C:56](O)=[O:57])=[O:53])=[CH:48][CH:47]=2)=[CH:26][CH:25]=1.CN1CCOCC1.[NH2:68][C@@H:69]([C:80]([OH:82])=[O:81])[CH2:70][C:71]1[C:79]2[C:74](=[CH:75][CH:76]=[CH:77][CH:78]=2)[NH:73][CH:72]=1.[BH4-].[Na+]. (6) Given the product [CH3:34][N:28]1[CH2:29][C:26]([C@@H:24]([C:9]2[CH:10]=[C:11]3[C:20](=[CH:21][C:8]=2[C:3]2[CH:4]=[CH:5][CH:6]=[CH:7][C:2]=2[F:1])[O:19][CH2:18][C:17]2[N:12]3[C@H:13]([CH3:23])[C:14](=[O:22])[NH:15][N:16]=2)[CH3:25])([CH3:30])[CH2:27]1, predict the reactants needed to synthesize it. The reactants are: [F:1][C:2]1[CH:7]=[CH:6][CH:5]=[CH:4][C:3]=1[C:8]1[CH:21]=[C:20]2[C:11]([N:12]3[C:17]([CH2:18][O:19]2)=[N:16][NH:15][C:14](=[O:22])[C@H:13]3[CH3:23])=[CH:10][C:9]=1[C@H:24]([C:26]1([CH3:30])[CH2:29][NH:28][CH2:27]1)[CH3:25].C=O.[BH3-][C:34]#N.[Na+].C([O-])(O)=O.[Na+]. (7) Given the product [NH2:27][C:21]([CH3:26])([CH2:22][CH:23]([CH3:24])[CH3:25])[CH2:20][O:19][C:3]1[CH:4]=[CH:5][C:6]2[C:15]3[C:10](=[C:11]([CH3:16])[N:12]=[CH:13][CH:14]=3)[C:9](=[O:17])[N:8]([CH3:18])[C:7]=2[C:2]=1[F:1], predict the reactants needed to synthesize it. The reactants are: [F:1][C:2]1[C:7]2[N:8]([CH3:18])[C:9](=[O:17])[C:10]3[C:15]([C:6]=2[CH:5]=[CH:4][C:3]=1[O:19][CH2:20][C:21]([NH:27]C(=O)OC(C)(C)C)([CH3:26])[CH2:22][CH:23]([CH3:25])[CH3:24])=[CH:14][CH:13]=[N:12][C:11]=3[CH3:16].Cl.O1CCOCC1.